From a dataset of Catalyst prediction with 721,799 reactions and 888 catalyst types from USPTO. Predict which catalyst facilitates the given reaction. (1) Reactant: [H-].[Na+].[CH3:3][N:4]1[CH2:17][CH2:16][C:15]2[C:14]3[CH:13]=[C:12]([CH3:18])[CH:11]=[CH:10][C:9]=3[NH:8][C:7]=2[CH2:6][CH2:5]1.[O:19]1[CH2:21][CH:20]1[C:22]1[CH:23]=[N:24][CH:25]=[CH:26][CH:27]=1. Product: [CH3:3][N:4]1[CH2:17][CH2:16][C:15]2[C:14]3[CH:13]=[C:12]([CH3:18])[CH:11]=[CH:10][C:9]=3[N:8]([CH2:21][CH:20]([C:22]3[CH:23]=[N:24][CH:25]=[CH:26][CH:27]=3)[OH:19])[C:7]=2[CH2:6][CH2:5]1. The catalyst class is: 18. (2) Reactant: C[O-].[Na+].C([O:7][C@@H:8]1[C@@H:17]([O:18]C(=O)C)[C@@H:16]([O:22]C(=O)C)[C@@H:15]([CH2:26][O:27]C(=O)C)[O:14][C@H:9]1[O:10][CH2:11][CH2:12][Br:13])(=O)C. Product: [O:10]([CH2:11][CH2:12][Br:13])[C@@H:9]1[O:14][C@H:15]([CH2:26][OH:27])[C@H:16]([OH:22])[C@H:17]([OH:18])[C@H:8]1[OH:7]. The catalyst class is: 5. (3) Reactant: [C:1]1([N:7]2[C:11]([C:12]([F:15])([F:14])[F:13])=[CH:10][C:9]([NH:16][C:17](=[O:25])OC3C=CC=CC=3)=[N:8]2)[CH:6]=[CH:5][CH:4]=[CH:3][CH:2]=1.[CH3:26][O:27][C:28]1[CH:29]=[C:30]2[C:35](=[CH:36][C:37]=1[O:38][CH3:39])[N:34]=[CH:33][N:32]=[C:31]2[S:40][C:41]1[CH:42]=[C:43]([CH:45]=[CH:46][CH:47]=1)[NH2:44].C(N(CC)C(C)C)(C)C. Product: [CH3:26][O:27][C:28]1[CH:29]=[C:30]2[C:35](=[CH:36][C:37]=1[O:38][CH3:39])[N:34]=[CH:33][N:32]=[C:31]2[S:40][C:41]1[CH:42]=[C:43]([NH:44][C:17]([NH:16][C:9]2[CH:10]=[C:11]([C:12]([F:13])([F:14])[F:15])[N:7]([C:1]3[CH:2]=[CH:3][CH:4]=[CH:5][CH:6]=3)[N:8]=2)=[O:25])[CH:45]=[CH:46][CH:47]=1. The catalyst class is: 1. (4) Reactant: [F:1][C:2]([F:23])([F:22])[O:3][C:4]1[CH:9]=[CH:8][C:7]([N:10]2[CH:14]=[N:13][C:12]([C:15]3[CH:21]=[CH:20][C:18]([NH2:19])=[CH:17][CH:16]=3)=[N:11]2)=[CH:6][CH:5]=1.[CH:24]([C:27]1[CH:32]=[CH:31][CH:30]=[CH:29][C:28]=1[N:33]=[C:34]=[S:35])([CH3:26])[CH3:25]. Product: [CH:24]([C:27]1[CH:32]=[CH:31][CH:30]=[CH:29][C:28]=1[NH:33][C:34]([NH:19][C:18]1[CH:20]=[CH:21][C:15]([C:12]2[N:13]=[CH:14][N:10]([C:7]3[CH:6]=[CH:5][C:4]([O:3][C:2]([F:1])([F:22])[F:23])=[CH:9][CH:8]=3)[N:11]=2)=[CH:16][CH:17]=1)=[S:35])([CH3:26])[CH3:25]. The catalyst class is: 7. (5) Reactant: [C:1]([OH:24])(=[O:23])[CH2:2][CH2:3][CH2:4][CH2:5][CH2:6][CH2:7][CH2:8][CH2:9][CH2:10][CH2:11][CH2:12][CH2:13][CH2:14][CH2:15][CH2:16][CH2:17][CH2:18][CH2:19][CH2:20][CH2:21][CH3:22].O.[OH-].[Na+:27]. Product: [C:1]([O-:24])(=[O:23])[CH2:2][CH2:3][CH2:4][CH2:5][CH2:6][CH2:7][CH2:8][CH2:9][CH2:10][CH2:11][CH2:12][CH2:13][CH2:14][CH2:15][CH2:16][CH2:17][CH2:18][CH2:19][CH2:20][CH2:21][CH3:22].[Na+:27]. The catalyst class is: 107. (6) Reactant: Cl[C:2]1[CH:11]=[N:10][C:9]2[C:4](=[CH:5][C:6]([O:12][CH3:13])=[CH:7][CH:8]=2)[N:3]=1.[CH3:14][O:15][C:16]1[CH:21]=[C:20]([O:22][CH3:23])[CH:19]=[CH:18][C:17]=1[CH2:24][NH2:25].CCOC(C)=O. Product: [CH3:14][O:15][C:16]1[CH:21]=[C:20]([O:22][CH3:23])[CH:19]=[CH:18][C:17]=1[CH2:24][NH:25][C:2]1[CH:11]=[N:10][C:9]2[C:4](=[CH:5][C:6]([O:12][CH3:13])=[CH:7][CH:8]=2)[N:3]=1. The catalyst class is: 16. (7) Product: [O:22]([C:21]([CH3:23])([OH:42])[C:20]([OH:25])=[O:24])[Si:2]([C:5]([CH3:8])([CH3:7])[CH3:6])([CH3:4])[CH3:3]. Reactant: O(CC(C(=O)C(C)O)(O)C(O)=O)[Si:2]([C:5]([CH3:8])([CH3:7])[CH3:6])([CH3:4])[CH3:3].[C:20]([OH:25])(=[O:24])[CH:21]([CH3:23])[OH:22].C1(N=C=NC2CCCCC2)CCCCC1.C(=O)([O-])[OH:42].[Na+]. The catalyst class is: 172.